The task is: Predict the reaction yield, written as a fraction of the theoretical maximum amount of product (1.0 means a 100% yield; for example, 0.34 means a 34% yield).. This data is from Reaction yield outcomes from USPTO patents with 853,638 reactions. (1) The reactants are C(OC(=O)[NH:7][C@H:8]([C:10]1[N:14]([C:15]2[CH:16]=[N:17][C:18]([O:21][CH3:22])=[CH:19][CH:20]=2)[C:13]2[CH:23]=[C:24]([F:27])[CH:25]=[CH:26][C:12]=2[N:11]=1)[CH3:9])(C)(C)C. The catalyst is C(Cl)Cl.C(O)(C(F)(F)F)=O. The product is [F:27][C:24]1[CH:25]=[CH:26][C:12]2[N:11]=[C:10]([C@@H:8]([NH2:7])[CH3:9])[N:14]([C:15]3[CH:16]=[N:17][C:18]([O:21][CH3:22])=[CH:19][CH:20]=3)[C:13]=2[CH:23]=1. The yield is 0.960. (2) The reactants are [F:1][C:2]([F:13])([F:12])[C:3]1[CH:8]=[CH:7][C:6]([CH2:9][C:10]#[N:11])=[CH:5][CH:4]=1.[H-].[Na+].[CH2:16]([O:19][CH2:20][CH2:21]Br)[CH2:17]Br. The catalyst is CN(C=O)C. The product is [F:1][C:2]([F:12])([F:13])[C:3]1[CH:4]=[CH:5][C:6]([C:9]2([C:10]#[N:11])[CH2:21][CH2:20][O:19][CH2:16][CH2:17]2)=[CH:7][CH:8]=1. The yield is 0.830.